This data is from Full USPTO retrosynthesis dataset with 1.9M reactions from patents (1976-2016). The task is: Predict the reactants needed to synthesize the given product. (1) The reactants are: [CH3:1][O:2][C:3](=[O:27])/[CH:4]=[CH:5]/[C:6]1[CH:7]=[C:8]2[C:23](=[CH:24][CH:25]=1)[O:22][C:11]1([CH2:14][N:13]([C:15](OC(C)(C)C)=O)[CH2:12]1)[CH2:10][C:9]2=[O:26].[C:28]1([CH2:34]C=O)[CH:33]=[CH:32][CH:31]=[CH:30][CH:29]=1.[BH-](OC(C)=O)(OC(C)=O)OC(C)=O.[Na+]. Given the product [CH3:1][O:2][C:3](=[O:27])/[CH:4]=[CH:5]/[C:6]1[CH:7]=[C:8]2[C:23](=[CH:24][CH:25]=1)[O:22][C:11]1([CH2:14][N:13]([CH2:15][CH2:34][C:28]3[CH:33]=[CH:32][CH:31]=[CH:30][CH:29]=3)[CH2:12]1)[CH2:10][C:9]2=[O:26], predict the reactants needed to synthesize it. (2) Given the product [Br:13][C:14]1[CH:15]=[CH:16][C:17]([C@@H:20]([N:22]2[CH2:23][CH2:24][C:25]3([CH2:26][CH2:27][C:28](=[O:33])[CH2:36][CH2:37]3)[O:38][C:2]2=[O:4])[CH3:21])=[CH:18][CH:19]=1, predict the reactants needed to synthesize it. The reactants are: Cl[C:2](Cl)([O:4]C(=O)OC(Cl)(Cl)Cl)Cl.[Br:13][C:14]1[CH:19]=[CH:18][C:17]([C@@H:20]([NH:22][CH2:23][CH2:24][C:25]2([OH:38])[CH2:37][CH2:36][C:28]3([O:33]CC(C)(C)CO3)[CH2:27][CH2:26]2)[CH3:21])=[CH:16][CH:15]=1.C(N(C(C)C)C(C)C)C.Cl. (3) Given the product [Br:10][CH2:11][CH2:12][O:1][C:2]1[CH:9]=[CH:8][C:5]([C:6]#[N:7])=[CH:4][CH:3]=1, predict the reactants needed to synthesize it. The reactants are: [OH:1][C:2]1[CH:9]=[CH:8][C:5]([C:6]#[N:7])=[CH:4][CH:3]=1.[Br:10][CH2:11][CH2:12]Br.C([O-])([O-])=O.[K+].[K+].C(OCC)(=O)C. (4) Given the product [OH:4][C:5]1[CH:10]=[CH:9][CH:8]=[CH:7][C:6]=1[C:11]([NH:12][C:13]1[S:14][C:15]([S:18]([CH3:20])=[O:19])=[CH:16][N:17]=1)=[O:21], predict the reactants needed to synthesize it. The reactants are: C([O:4][C:5]1[CH:10]=[CH:9][CH:8]=[CH:7][C:6]=1[C:11](=[O:21])[NH:12][C:13]1[S:14][C:15]([S:18]([CH3:20])=[O:19])=[CH:16][N:17]=1)(=O)C.Cl. (5) Given the product [Br:1][C:2]1[CH:3]=[CH:4][C:5]2[S:9][C:8]([NH:10][C:15]([NH:14][CH2:12][CH3:13])=[O:16])=[N:7][C:6]=2[CH:11]=1, predict the reactants needed to synthesize it. The reactants are: [Br:1][C:2]1[CH:3]=[CH:4][C:5]2[S:9][C:8]([NH2:10])=[N:7][C:6]=2[CH:11]=1.[CH2:12]([N:14]=[C:15]=[O:16])[CH3:13].